Task: Predict the product of the given reaction.. Dataset: Forward reaction prediction with 1.9M reactions from USPTO patents (1976-2016) The product is: [F:9][C:6]1[CH:7]=[CH:8][C:3]([C:1]#[C:2][C:15]([O:16][CH3:17])=[O:18])=[CH:4][CH:5]=1. Given the reactants [C:1]([C:3]1[CH:8]=[CH:7][C:6]([F:9])=[CH:5][CH:4]=1)#[CH:2].[Li]CCCC.[C:15](Cl)(=[O:18])[O:16][CH3:17], predict the reaction product.